From a dataset of TCR-epitope binding with 47,182 pairs between 192 epitopes and 23,139 TCRs. Binary Classification. Given a T-cell receptor sequence (or CDR3 region) and an epitope sequence, predict whether binding occurs between them. (1) The epitope is FVRATATIPI. The TCR CDR3 sequence is CASSPPSGEYNEQFF. Result: 0 (the TCR does not bind to the epitope). (2) The epitope is GVAMPNLYK. The TCR CDR3 sequence is CASSIVAGGDQPQHF. Result: 0 (the TCR does not bind to the epitope). (3) The epitope is AVFDRKSDAK. Result: 1 (the TCR binds to the epitope). The TCR CDR3 sequence is CASSPNPGTNTGELFF. (4) The epitope is LSDDAVVCFNSTY. The TCR CDR3 sequence is CASSQDWGVSSSYNEQFF. Result: 0 (the TCR does not bind to the epitope). (5) The TCR CDR3 sequence is CASSFVGKNEQYF. Result: 0 (the TCR does not bind to the epitope). The epitope is FLNGSCGSV. (6) The epitope is SFHSLHLLF. The TCR CDR3 sequence is CASSVDGGGLDEQFF. Result: 0 (the TCR does not bind to the epitope). (7) The epitope is RLRAEAQVK. The TCR CDR3 sequence is CASSFGGVNEQFF. Result: 1 (the TCR binds to the epitope).